From a dataset of Experimentally validated miRNA-target interactions with 360,000+ pairs, plus equal number of negative samples. Binary Classification. Given a miRNA mature sequence and a target amino acid sequence, predict their likelihood of interaction. (1) The miRNA is hsa-miR-6855-5p with sequence UUGGGGUUUGGGGUGCAGACAUUGC. The protein sequence of the target gene is MDPQPPPPAQGSPPHRGRGRGRGRGRGRGRGRGRGGAGAPRAPLPCPTCGRLFRFPYYLSRHRLSHSGLRPHACPLCPKAFRRPAHLSRHLRGHGPQPPLRCAACPRTFPEPAQLRRHLAQEHAGGEVELAIERVAKETAEPSWGPQDEGSEPPTTAAAGATEEEAVAAWPETWPAGEPSTLAAPTSAAEPRESESEEAEAGAAELRAELALAAGRQEEKQVLLQADWTLLCLRCREAFATKGELKAHPCLRPEGEQEGEGGPPPRPKRHQCSICLKAFARPWSLSRHRLVHSTDRPFVC.... Result: 0 (no interaction). (2) The miRNA is hsa-miR-335-5p with sequence UCAAGAGCAAUAACGAAAAAUGU. The protein sequence of the target gene is MRLWKARVLKLVLKTAKDSRLGLNSKWLSLKLGDAGNPRSLAIRFILTNYNKLSIQSWFSLRRVEIISNNSIQAVFNPTGVYAPSGYSYRCQRVGSLQQDQALLLPSDTDDGSSLWEVTFIDFQIQGFAIKGGRFTKAQDCASSFSPAFLIGLAMSLILLLVLAYALHMLIYLRYLDQQYDLIASPAHFSQLKARDTAEEKELLRSQGAECYKLRSQQISKIYV. Result: 1 (interaction). (3) The miRNA is hsa-miR-3606-3p with sequence AAAAUUUCUUUCACUACUUAG. The protein sequence of the target gene is MAMSDLPNDLVEEIISRVPVKSIRAVSSTCKNWNTLSNDHSFTRKLFGKTITTKENECLVVMMMDSKVYLMSVNLHRIHKENDDNNIKSSIMHKAKLISLNDDDILNNTYIIFHCNGLLLLLGFTDDGIKLVVTNPHLGQTRWIKPRKANYQFCDKYAIGYEKKKNNSLRTNKMLLFHKESFCFRIYWFEIYNFNSASWNVFYFTRDWELPYSQGVSLKGNTYWFAREINIRGERIDDPPDFLICFDFTTERFGPRLHLPFHSHSDDTVILSSVREEQLAVLIKRFDLWRMEIWVTTKIE.... Result: 0 (no interaction). (4) The miRNA is rno-miR-9a-5p with sequence UCUUUGGUUAUCUAGCUGUAUGA. The protein sequence of the target gene is MAEVGGVFASLDWDLQGFSSSLGNVPLADSPGFLNERLGQIEGKLQRGSPTDFAHLKGILRRRQLYCRTGFHLEIFPNGTVHGTRHDHSRFGILEFISLAVGLISIRGVDSGLYLGMNERGELFGSKKLTRECVFREQFEENWYNTYASTLYKHSDSERQYYVALNKDGSPREGYRTKRHQKFTHFLPRPVDPSKLPSMSRDLFRYR. Result: 1 (interaction).